Dataset: Reaction yield outcomes from USPTO patents with 853,638 reactions. Task: Predict the reaction yield, written as a fraction of the theoretical maximum amount of product (1.0 means a 100% yield; for example, 0.34 means a 34% yield). The reactants are [Li+].C[CH:3]([N-:5][CH:6](C)C)C.[N:9]1[CH:14]=[CH:13][CH:12]=[C:11]([CH3:15])[CH:10]=1.Br[CH2:17][CH2:18][CH2:19][CH2:20][CH2:21][CH2:22][CH2:23][CH2:24][CH2:25][CH2:26]Br.[NH4+].[Cl-].[CH2:30]1[CH2:34]O[CH2:32][CH2:31]1. No catalyst specified. The product is [N:9]1[CH:14]=[CH:13][CH:12]=[C:11]([CH2:15][CH2:17][CH2:18][CH2:19][CH2:20][CH2:21][CH2:22][CH2:23][CH2:24][CH2:25][CH2:26][CH2:32][C:31]2[CH:3]=[N:5][CH:6]=[CH:34][CH:30]=2)[CH:10]=1. The yield is 0.750.